From a dataset of Experimentally validated miRNA-target interactions with 360,000+ pairs, plus equal number of negative samples. Binary Classification. Given a miRNA mature sequence and a target amino acid sequence, predict their likelihood of interaction. (1) Result: 1 (interaction). The miRNA is hsa-miR-4309 with sequence CUGGAGUCUAGGAUUCCA. The protein sequence of the target gene is MPEPAKSAPAPKKGSKKAVTKAQKKDGKKRKRSRKESYSIYVYKVLKQVHPDTGISSKAMGIMNSFVNDIFERIAGEASRLAHYNKRSTITSREIQTAVRLLLPGELAKHAVSEGTKAVTKYTSSK. (2) The miRNA is hsa-miR-550b-2-5p with sequence AUGUGCCUGAGGGAGUAAGACA. The protein sequence of the target gene is MGEERWVSLTPEEFDQLQKYSEYSSKKIKDALTEFNEGGSLKQYDPHEPISYDVFKLFMRAYLEVDLPQPLSTHLFLAFSQKPRHETSDHPTEGASNSEANSADTNIQNADNATKADEACAPDTESNMAEKQAPAEDQVAATPLEPPVPRSSSSESPVVYLKDVVCYLSLLETGRPQDKLEFMFRLYDSDENGLLDQAEMDCIVNQMLHIAQYLEWDPTELRPILKEMLQGMDYDRDGFVSLQEWVHGGMTTIPLLVLLGMDDSGSKGDGRHAWTMKHFKKPTYCNFCHIMLMGVRKQGL.... Result: 0 (no interaction). (3) The miRNA is hsa-miR-1200 with sequence CUCCUGAGCCAUUCUGAGCCUC. The protein sequence of the target gene is MQKASVLLFLAWVCFLFYAGIALFTSGFLLTRLELTNHSSCQEPPGPGSLPWGSQGKPGACWMASRFSRVVLVLIDALRFDFAQPQHSHVPREPPVSLPFLGKLSSLQRILEIQPHHARLYRSQVDPPTTTMQRLKALTTGSLPTFIDAGSNFASHAIVEDNLIKQLTSAGRRVVFMGDDTWKDLFPGAFSKAFFFPSFNVRDLDTVDNGILEHLYPTMDSGEWDVLIAHFLGVDHCGHKHGPHHPEMAKKLSQMDQVIQGLVERLENDTLLVVAGDHGMTTNGDHGGDSELEVSAALFL.... Result: 1 (interaction). (4) The miRNA is hsa-miR-518c-5p with sequence UCUCUGGAGGGAAGCACUUUCUG. The protein sequence of the target gene is MSGPTDETAGDLPVKDTGLNLFGMGGLQETSTTRTMKSRQAVSRVSREELEDRFLRLHDENILLKQHARKQEDKIKRMATKLIRLVNDKKRYERVGGGPKRLGRDVEMEEMIEQLQEKVHELEKQNETLKNRLISAKQQLQTQGYRQTPYNNVQSRINTGRRKANENAGLQECPRKGIKFQDADVAETPHPMFTKYGNSLLEEARGEIRNLENVIQSQRGQIEELEHLAEILKTQLRRKENEIELSLLQLREQQATDQRSNIRDNVEMIKLHKQLVEKSNALSAMEGKFIQLQEKQRTLR.... Result: 0 (no interaction). (5) The miRNA is hsa-miR-3928-3p with sequence GGAGGAACCUUGGAGCUUCGGC. The protein sequence of the target gene is MAALLMPRRNKGMRTRLGCLSHKSDSCSDFTAILPDKPNRALKRLSTEEATRWADSFDVLLSHKYGVAAFRAFLKTEFSEENLEFWLACEEFKKTRSTAKLVSKAHRIFEEFVDVQAPREVNIDFQTREATRKNLQEPSLTCFDQAQGKVHSLMEKDSYPRFLRSKMYLDLLSQSQRRLS. Result: 0 (no interaction). (6) The miRNA is hsa-miR-4524a-3p with sequence UGAGACAGGCUUAUGCUGCUAU. The protein sequence of the target gene is MWDLALIFLAAACVFSLGVTLWVICSHFFTVHIPAAVGHPVKLRVLHCIFQLLLTWGMIFEKLRICSMPQFFCFMQDLPPLKYDPDVVVTDFRFGTIPVKLYQPKASTCTLKPGIVYYHGGGGVMGSLKTHHGICSRLCKESDSVVLAVGYRKLPKHKFPVPVRDCLVATIHFLKSLDAYGVDPARVVVCGDSFGGAIAAVVCQQLVDRPDLPRIRAQILIYAILQALDLQTPSFQQRKNIPLLTWSFICYFFFQNLDFSSSWQEVIMKGAHLPAEVWEKYRKWLGPENIPERFKERGYQ.... Result: 0 (no interaction).